From a dataset of Drug-target binding data from BindingDB using IC50 measurements. Regression. Given a target protein amino acid sequence and a drug SMILES string, predict the binding affinity score between them. We predict pIC50 (pIC50 = -log10(IC50 in M); higher means more potent). Dataset: bindingdb_ic50. (1) The compound is CCCC[C@]1(CC)CS(=O)(=O)c2cc(CNCCS(=O)(=O)O)c(OC)cc2[C@@H](c2ccccc2)N1. The target protein (Q62633) has sequence MDNSSVCSPNATFCEGDSCLVTESNFNAILSTVMSTVLTILLAMVMFSMGCNVEINKFLGHIKRPWGIFVGFLCQFGIMPLTGFILSVASGILPVQAVVVLIMGCCPGGTGSNILAYWIDGDMDLSVSMTTCSTLLALGMMPLCLFIYTKMWVDSGTIVIPYDSIGISLVALVIPVSIGMFVNHKWPQKAKIILKIGSIAGAILIVLIAVVGGILYQSAWIIEPKLWIIGTIFPIAGYSLGFFLARLAGQPWYRCRTVALETGMQNTQLCSTIVQLSFSPEDLNLVFTFPLIYTVFQLVFAAIILGMYVTYKKCHGKNDAEFLEKTDNDMDPMPSFQETNKGFQPDEK. The pIC50 is 8.6. (2) The compound is CC[C@H](C)[C@H](NC(C)=O)C(=O)N[C@H](C(=O)N[C@@H](Cc1ccccc1)[C@H](O)C(=O)N1CSC(C)(C)[C@@H]1C(=O)N[C@H](C(=O)N[C@@H](CCSC)C(N)=O)c1ccccc1)[C@@H](C)CC. The target protein (P10274) has sequence MGQIFSRSASPIPRPPRGLAAHHWLNFLQAAYRLEPGPSSYDFHQLKKFLKIALETPARICPINYSLLASLLPKGYPGRVNEILHILIQTQAQIPSRPAPPPPSSPTHDPPDSDPQIPPPYVEPTAPQVLPVMHPHGAPPNHRPWQMKDLQAIKQEVSQAAPGSPQFMQTIRLAVQQFDPTAKDLQDLLQYLCSSLVASLHHQQLDSLISEAETRGITGYNPLAGPLRVQANNPQQQGLRREYQQLWLAAFAALPGSAKDPSWASILQGLEEPYHAFVERLNIALDNGLPEGTPKDPILRSLAYSNANKECQKLLQARGHTNSPLGDMLRACQTWTPKDKTKVLVVQPKKPPPNQPCFRCGKAGHWSRDCTQPRPPPGPCPLCQDPTHWKRDCPRLKPTIPEPEPEEDALLLDLPADIPHPKNLHRGGGLTSPPTLQQVLPNQDPASILPVIPLDPARRPVIKAQVDTQTSHPKTIEALLDTGADMTVLPIALFSSNTPL.... The pIC50 is 6.9. (3) The drug is CN(C)C(=O)c1cccc(Nc2c(NC(c3ccco3)C3(C)COC3)c(=O)c2=O)c1O. The target protein (P25024) has sequence MSNITDPQMWDFDDLNFTGMPPADEDYSPCMLETETLNKYVVIIAYALVFLLSLLGNSLVMLVILYSRVGRSVTDVYLLNLALADLLFALTLPIWAASKVNGWIFGTFLCKVVSLLKEVNFYSGILLLACISVDRYLAIVHATRTLTQKRHLVKFVCLGCWGLSMNLSLPFFLFRQAYHPNNSSPVCYEVLGNDTAKWRMVLRILPHTFGFIVPLFVMLFCYGFTLRTLFKAHMGQKHRAMRVIFAVVLIFLLCWLPYNLVLLADTLMRTQVIQESCERRNNIGRALDATEILGFLHSCLNPIIYAFIGQNFRHGFLKILAMHGLVSKEFLARHRVTSYTSSSVNVSSNL. The pIC50 is 5.8. (4) The small molecule is CCn1c(C(=O)N(C2CC2)C2CC2)cc2c3c(ncn3C)c(Nc3cc(C)n(C)n3)nc21. The target protein (Q62120) has sequence MGMACLTMTEMEATSTSPVHQNGDIPGSANSVKQIEPVLQVYLYHSLGQAEGEYLKFPSGEYVAEEICVAASKACGITPVYHNMFALMSETERIWYPPNHVFHIDESTRHDILYRIRFYFPHWYCSGSSRTYRYGVSRGAEAPLLDDFVMSYLFAQWRHDFVHGWIKVPVTHETQEECLGMAVLDMMRIAKEKDQTPLAVYNSVSYKTFLPKCVRAKIQDYHILTRKRIRYRFRRFIQQFSQCKATARNLKLKYLINLETLQSAFYTEQFEVKESARGPSGEEIFATIIITGNGGIQWSRGKHKESETLTEQDVQLYCDFPDIIDVSIKQANQECSNESRIVTVHKQDGKVLEIELSSLKEALSFVSLIDGYYRLTADAHHYLCKEVAPPAVLENIHSNCHGPISMDFAISKLKKAGNQTGLYVLRCSPKDFNKYFLTFAVERENVIEYKHCLITKNENGEYNLSGTKRNFSNLKDLLNCYQMETVRSDSIIFQFTKCCP.... The pIC50 is 7.2.